The task is: Binary Classification. Given a drug SMILES string, predict its activity (active/inactive) in a high-throughput screening assay against a specified biological target.. This data is from M1 muscarinic receptor antagonist screen with 61,756 compounds. (1) The molecule is S(c1n2nc(nc2nc(c1)C)C)CC(=O)c1ccccc1. The result is 0 (inactive). (2) The compound is o1c(NCc2occc2)c(nc1c1ccc(cc1)C)C#N. The result is 0 (inactive).